From a dataset of Full USPTO retrosynthesis dataset with 1.9M reactions from patents (1976-2016). Predict the reactants needed to synthesize the given product. Given the product [O:1]1[C:5]2[CH:6]=[CH:7][CH:8]=[CH:9][C:4]=2[C:3]([C:10]([Cl:16])=[O:12])=[CH:2]1, predict the reactants needed to synthesize it. The reactants are: [O:1]1[C:5]2[CH:6]=[CH:7][CH:8]=[CH:9][C:4]=2[C:3]([C:10]([OH:12])=O)=[CH:2]1.C(Cl)(=O)C([Cl:16])=O.